This data is from Forward reaction prediction with 1.9M reactions from USPTO patents (1976-2016). The task is: Predict the product of the given reaction. (1) Given the reactants Br[C:2]1[C:3]([O:9][CH2:10][C@H:11]2[CH2:13][C@@H:12]2[C:14]2[CH:19]=[CH:18][C:17]([O:20][CH3:21])=[CH:16][N:15]=2)=[N:4][C:5]([CH3:8])=[N:6][CH:7]=1.CC1(C)C(C)(C)OB([C:30]2[CH:31]=[N:32][N:33](C(OC(C)(C)C)=O)[CH:34]=2)O1.P([O-])([O-])([O-])=O.[K+].[K+].[K+].COC1C=CC=C(OC)C=1C1C=CC=CC=1P(C1CCCCC1)C1CCCCC1, predict the reaction product. The product is: [CH3:21][O:20][C:17]1[CH:18]=[CH:19][C:14]([C@H:12]2[CH2:13][C@@H:11]2[CH2:10][O:9][C:3]2[C:2]([C:30]3[CH:31]=[N:32][NH:33][CH:34]=3)=[CH:7][N:6]=[C:5]([CH3:8])[N:4]=2)=[N:15][CH:16]=1. (2) Given the reactants Cl[C:2]1[N:3]=[C:4]([N:28]2[CH2:33][CH2:32][O:31][CH2:30][CH2:29]2)[C:5]2[S:10][C:9]([CH2:11][N:12]3[CH2:17][CH2:16][N:15]([S:18]([C:21]4[CH:26]=[CH:25][CH:24]=[CH:23][C:22]=4[F:27])(=[O:20])=[O:19])[CH2:14][CH2:13]3)=[CH:8][C:6]=2[N:7]=1.[NH2:34][C:35]1[N:40]=[CH:39][C:38](B(O)O)=[CH:37][N:36]=1, predict the reaction product. The product is: [O:31]1[CH2:32][CH2:33][N:28]([C:4]2[C:5]3[S:10][C:9]([CH2:11][N:12]4[CH2:13][CH2:14][N:15]([S:18]([C:21]5[CH:26]=[CH:25][CH:24]=[CH:23][C:22]=5[F:27])(=[O:19])=[O:20])[CH2:16][CH2:17]4)=[CH:8][C:6]=3[N:7]=[C:2]([C:38]3[CH:37]=[N:36][C:35]([NH2:34])=[N:40][CH:39]=3)[N:3]=2)[CH2:29][CH2:30]1. (3) Given the reactants C[O:2][C:3]([C:5]1[CH:23]=[CH:22][C:8]2[S:9][C:10]([C:12](=[O:21])[NH:13][O:14][CH:15]3[CH2:20][CH2:19][CH2:18][CH2:17][O:16]3)=[CH:11][C:7]=2[CH:6]=1)=[O:4], predict the reaction product. The product is: [O:16]1[CH2:17][CH2:18][CH2:19][CH2:20][CH:15]1[O:14][NH:13][C:12]([C:10]1[S:9][C:8]2[CH:22]=[CH:23][C:5]([C:3]([OH:4])=[O:2])=[CH:6][C:7]=2[CH:11]=1)=[O:21]. (4) Given the reactants C(N(CC)C(C)C)(C)C.[CH3:10][O:11][CH2:12][C:13]1([CH2:19][OH:20])[CH2:18][CH2:17][NH:16][CH2:15][CH2:14]1.[CH:21]([C:23]1([C:27]([O:29][CH3:30])=[O:28])[CH2:26][CH2:25][CH2:24]1)=O.C(O[BH-](OC(=O)C)OC(=O)C)(=O)C.[Na+], predict the reaction product. The product is: [OH:20][CH2:19][C:13]1([CH2:12][O:11][CH3:10])[CH2:18][CH2:17][N:16]([CH2:21][C:23]2([C:27]([O:29][CH3:30])=[O:28])[CH2:26][CH2:25][CH2:24]2)[CH2:15][CH2:14]1. (5) Given the reactants [C:1]([CH2:4][C:5]1[CH:39]=[CH:38][C:8]([CH2:9][CH2:10][CH2:11][NH:12][C:13]2[CH:18]=[C:17]([O:19][CH3:20])[CH:16]=[CH:15][C:14]=2[C@@H:21]2[CH2:30][CH2:29][C:28]3[CH:27]=[C:26]([O:31]C(=O)C(C)(C)C)[CH:25]=[CH:24][C:23]=3[CH2:22]2)=[CH:7][CH:6]=1)(O)=O.[CH2:40]([NH:44][CH3:45])[CH2:41][CH2:42][CH3:43], predict the reaction product. The product is: [CH2:40]([N:44]([CH3:45])[CH2:1][CH2:4][C:5]1[CH:39]=[CH:38][C:8]([CH2:9][CH2:10][CH2:11][NH:12][C:13]2[CH:18]=[C:17]([O:19][CH3:20])[CH:16]=[CH:15][C:14]=2[C@@H:21]2[CH2:30][CH2:29][C:28]3[CH:27]=[C:26]([OH:31])[CH:25]=[CH:24][C:23]=3[CH2:22]2)=[CH:7][CH:6]=1)[CH2:41][CH2:42][CH3:43].